Dataset: Catalyst prediction with 721,799 reactions and 888 catalyst types from USPTO. Task: Predict which catalyst facilitates the given reaction. Product: [CH3:11][NH:12][S:7]([C:5]1[N:4]=[CH:3][N:2]([CH3:1])[CH:6]=1)(=[O:9])=[O:8]. Reactant: [CH3:1][N:2]1[CH:6]=[C:5]([S:7](Cl)(=[O:9])=[O:8])[N:4]=[CH:3]1.[CH3:11][NH2:12].O. The catalyst class is: 168.